This data is from Catalyst prediction with 721,799 reactions and 888 catalyst types from USPTO. The task is: Predict which catalyst facilitates the given reaction. (1) Reactant: BrC1C=CC([C:8]([OH:10])=[O:9])=NC=1.Cl[C:12](N(C)C)=[C:13]([CH3:15])[CH3:14].[NH2:19][C:20]1[CH2:25][O:24][CH2:23][C@:22]([C:27]2[N:32]=[C:31]([NH:33][C:34]([C:36]3[CH:41]=[CH:40][C:39]([Br:42])=[CH:38][N:37]=3)=[O:35])[CH:30]=[CH:29][CH:28]=2)([CH3:26])[N:21]=1.CCN(CC)CC. Product: [C:13]([O:10][C:8](=[O:9])[NH:19][C:20]1[CH2:25][O:24][CH2:23][C@:22]([C:27]2[CH:28]=[CH:29][CH:30]=[C:31]([NH:33][C:34]([C:36]3[CH:41]=[CH:40][C:39]([Br:42])=[CH:38][N:37]=3)=[O:35])[N:32]=2)([CH3:26])[N:21]=1)([CH3:15])([CH3:14])[CH3:12]. The catalyst class is: 2. (2) The catalyst class is: 159. Reactant: [CH3:1][C:2]1[CH:7]=[CH:6][CH:5]=[CH:4][C:3]=1[C:8](=[CH:13][O:14][CH3:15])[C:9]([O:11][CH3:12])=[O:10].N(C(C)(CC(OC)(C)C)C#N)=NC(C)(CC(C)(OC)C)C#N.[Br:38]Br. Product: [Br:38][CH2:1][C:2]1[CH:7]=[CH:6][CH:5]=[CH:4][C:3]=1[C:8](=[CH:13][O:14][CH3:15])[C:9]([O:11][CH3:12])=[O:10]. (3) Reactant: [NH2:1][CH:2]1[CH2:7][N:6]([C:8](=[O:20])[C:9]2[CH:14]=[CH:13][CH:12]=[C:11]([C:15]3[O:16][CH:17]=[CH:18][CH:19]=3)[CH:10]=2)[CH2:5][CH:4]([C:21]([NH:23][C:24]2[CH:29]=[CH:28][C:27]([Cl:30])=[CH:26][CH:25]=2)=[O:22])[CH2:3]1.[CH:31](=O)[C:32]1[CH:37]=[CH:36][CH:35]=[CH:34][CH:33]=1.C(O[BH-](OC(=O)C)OC(=O)C)(=O)C.[Na+].ClCCl. Product: [CH2:31]([NH:1][CH:2]1[CH2:7][N:6]([C:8](=[O:20])[C:9]2[CH:14]=[CH:13][CH:12]=[C:11]([C:15]3[O:16][CH:17]=[CH:18][CH:19]=3)[CH:10]=2)[CH2:5][CH:4]([C:21]([NH:23][C:24]2[CH:25]=[CH:26][C:27]([Cl:30])=[CH:28][CH:29]=2)=[O:22])[CH2:3]1)[C:32]1[CH:37]=[CH:36][CH:35]=[CH:34][CH:33]=1. The catalyst class is: 68. (4) Reactant: [NH:1]1[C:9]2[C:4](=[CH:5][CH:6]=[CH:7][CH:8]=2)[C:3]([C:10]2[CH2:15][CH2:14][N:13]([C:16]3[CH2:17][CH2:18][C:19]4[N:20]([C:22]([C:25]([F:28])([F:27])[F:26])=[N:23][N:24]=4)[N:21]=3)[CH2:12][CH:11]=2)=[CH:2]1.C([O-])=O.[NH4+]. Product: [NH:1]1[C:9]2[C:4](=[CH:5][CH:6]=[CH:7][CH:8]=2)[C:3]([CH:10]2[CH2:11][CH2:12][N:13]([C:16]3[CH2:17][CH2:18][C:19]4[N:20]([C:22]([C:25]([F:28])([F:27])[F:26])=[N:23][N:24]=4)[N:21]=3)[CH2:14][CH2:15]2)=[CH:2]1. The catalyst class is: 63. (5) Reactant: [NH2:1][C:2]1[N:6]([CH:7]2[CH2:11][CH2:10][S:9](=[O:13])(=[O:12])[CH2:8]2)[N:5]=[C:4]([CH2:14][CH3:15])[C:3]=1[C:16]([OH:18])=[O:17].CN(C(O[N:27]1[N:35]=[N:34][C:29]2[CH:30]=[CH:31][CH:32]=[N:33][C:28]1=2)=[N+](C)C)C.F[P-](F)(F)(F)(F)F.C1C=NC2N(O)N=NC=2C=1.CCN(C(C)C)C(C)C. Product: [O:12]=[S:9]1(=[O:13])[CH2:10][CH2:11][CH:7]([N:6]2[C:2]([NH2:1])=[C:3]([C:16]([O:18][N:27]3[C:28]4=[N:33][CH:32]=[CH:31][CH:30]=[C:29]4[N:34]=[N:35]3)=[O:17])[C:4]([CH2:14][CH3:15])=[N:5]2)[CH2:8]1. The catalyst class is: 4. (6) Reactant: [NH2:1][C:2]1[CH:11]=[C:10]2[C:5]([CH:6]=[CH:7][C:8]([S:12]([NH:15][C:16]3[CH:17]=[CH:18][C:19]([Cl:26])=[C:20]([CH:25]=3)[C:21]([O:23][CH3:24])=[O:22])(=[O:14])=[O:13])=[CH:9]2)=[CH:4][CH:3]=1.[Cl:27][C:28]1[CH:37]=[CH:36][C:35]([NH:38][S:39]([C:42]2[CH:51]=[CH:50][C:49]3[C:44](=[CH:45][C:46]([N:52]=[C:53]=[S:54])=[CH:47][CH:48]=3)[CH:43]=2)(=[O:41])=[O:40])=[CH:34][C:29]=1[C:30]([O:32][CH3:33])=[O:31]. Product: [Cl:26][C:19]1[CH:18]=[CH:17][C:16]([NH:15][S:12]([C:8]2[CH:7]=[CH:6][C:5]3[C:10](=[CH:11][C:2]([NH:1][C:53]([NH:52][C:46]4[CH:47]=[CH:48][C:49]5[C:44](=[CH:43][C:42]([S:39]([NH:38][C:35]6[CH:36]=[CH:37][C:28]([Cl:27])=[C:29]([C:30]([O:32][CH3:33])=[O:31])[CH:34]=6)(=[O:40])=[O:41])=[CH:51][CH:50]=5)[CH:45]=4)=[S:54])=[CH:3][CH:4]=3)[CH:9]=2)(=[O:14])=[O:13])=[CH:25][C:20]=1[C:21]([O:23][CH3:24])=[O:22]. The catalyst class is: 4. (7) Reactant: [CH2:1]([C:3]1[N:8]=[C:7]([CH3:9])[C:6]2[C:10]([C:13]3[CH:18]=[CH:17][CH:16]=[CH:15][CH:14]=3)=[N:11][NH:12][C:5]=2[CH:4]=1)[CH3:2].[H-].[Na+].[CH2:21]([O:25][NH:26][C:27]([N:29]([C:50]1[C:55]([O:56][CH3:57])=[N:54][C:53]([CH3:58])=[CH:52][N:51]=1)[S:30]([C:33]1[S:34][CH:35]=[CH:36][C:37]=1[C:38]1[CH:49]=[CH:48][C:41]([CH2:42]OS(C)(=O)=O)=[CH:40][CH:39]=1)(=[O:32])=[O:31])=[O:28])[CH:22]([CH3:24])[CH3:23]. Product: [CH2:21]([O:25][NH:26][C:27]([N:29]([C:50]1[C:55]([O:56][CH3:57])=[N:54][C:53]([CH3:58])=[CH:52][N:51]=1)[S:30]([C:33]1[S:34][CH:35]=[CH:36][C:37]=1[C:38]1[CH:39]=[CH:40][C:41]([CH2:42][N:12]2[C:5]3[CH:4]=[C:3]([CH2:1][CH3:2])[N:8]=[C:7]([CH3:9])[C:6]=3[C:10]([C:13]3[CH:18]=[CH:17][CH:16]=[CH:15][CH:14]=3)=[N:11]2)=[CH:48][CH:49]=1)(=[O:32])=[O:31])=[O:28])[CH:22]([CH3:23])[CH3:24]. The catalyst class is: 288. (8) Reactant: [F:1][C:2]1[C:10]([O:11][C:12]2[C:17]3=[C:18]([CH3:25])[C:19](C(O)(C)C)=[CH:20][N:16]3[N:15]=[CH:14][N:13]=2)=[CH:9][CH:8]=[C:7]2[C:3]=1[CH:4]=[C:5]([CH3:26])[NH:6]2.Cl[CH2:28][C:29](=[O:31])[CH3:30].C([O-])([O-])=[O:33].[K+].[K+]. Product: [F:1][C:2]1[C:10]([O:11][C:12]2[C:17]3=[C:18]([CH3:25])[C:19]([O:33][CH2:28][C:29](=[O:31])[CH3:30])=[CH:20][N:16]3[N:15]=[CH:14][N:13]=2)=[CH:9][CH:8]=[C:7]2[C:3]=1[CH:4]=[C:5]([CH3:26])[NH:6]2. The catalyst class is: 21.